The task is: Predict which catalyst facilitates the given reaction.. This data is from Catalyst prediction with 721,799 reactions and 888 catalyst types from USPTO. (1) Reactant: C(OC(=O)[NH:7][C@@H:8]1[CH2:10][C@H:9]1[C:11]1[CH:15]=[C:14]([C:16](=[O:26])[NH:17][CH:18]2[CH2:23][CH2:22][C:21]([F:25])([F:24])[CH2:20][CH2:19]2)[S:13][C:12]=1[CH3:27])(C)(C)C.[ClH:29].C(OCC)(=O)C. Product: [ClH:29].[NH2:7][C@@H:8]1[CH2:10][C@H:9]1[C:11]1[CH:15]=[C:14]([C:16]([NH:17][CH:18]2[CH2:23][CH2:22][C:21]([F:25])([F:24])[CH2:20][CH2:19]2)=[O:26])[S:13][C:12]=1[CH3:27]. The catalyst class is: 13. (2) Reactant: [CH3:1][C@H:2]1[N:7]([CH2:8][C:9]([CH3:11])=[CH2:10])[C:6](=[O:12])[C@@H:5]([NH:13][C:14](=[O:20])[O:15][C:16]([CH3:19])([CH3:18])[CH3:17])[CH2:4][C@H:3]1[C:21]1[CH:26]=[CH:25][CH:24]=[CH:23][CH:22]=1.[H][H]. Product: [CH3:1][C@H:2]1[N:7]([CH2:8][CH:9]([CH3:10])[CH3:11])[C:6](=[O:12])[C@@H:5]([NH:13][C:14](=[O:20])[O:15][C:16]([CH3:19])([CH3:17])[CH3:18])[CH2:4][C@H:3]1[C:21]1[CH:26]=[CH:25][CH:24]=[CH:23][CH:22]=1. The catalyst class is: 29. (3) Reactant: [C:1]([O:5][C:6]([NH:8][C@H:9]([C:34]([OH:36])=[O:35])CC1C(I)=CC(OC(OC(C)(C)C)=O)=C(OC(OC(C)(C)C)=O)C=1)=[O:7])([CH3:4])([CH3:3])[CH3:2].[C:37]12(CS(O)(=O)=O)C(C)(C)C(CC1)CC2=O.C=O.C1C=CC=CC=1. Product: [O:36]1[CH2:34][CH2:9][NH:8][C:6]1=[O:7].[C:1]([O:5][C:6]([N:8]1[CH2:9][C:34](=[O:35])[O:36][CH2:37]1)=[O:7])([CH3:2])([CH3:3])[CH3:4]. The catalyst class is: 13. (4) Reactant: [NH2:1][C:2]1[CH:3]=[CH:4][CH:5]=[C:6]2[C:11]=1[CH:10]=[C:9]([OH:12])[CH:8]=[CH:7]2.C([O-])(O)=O.[Na+].[Cl:18][CH2:19][C:20](Cl)=[O:21]. Product: [Cl:18][CH2:19][C:20]([NH:1][C:2]1[C:11]2[C:6](=[CH:7][CH:8]=[C:9]([OH:12])[CH:10]=2)[CH:5]=[CH:4][CH:3]=1)=[O:21]. The catalyst class is: 25.